From a dataset of Forward reaction prediction with 1.9M reactions from USPTO patents (1976-2016). Predict the product of the given reaction. (1) Given the reactants [Cl:1][C:2]1[CH:7]=[CH:6][CH:5]=[CH:4][C:3]=1[N:8]1[C:12](=[O:13])[NH:11][N:10]=[C:9]1[C:14]1[S:31][C:17]2[C:18]3[CH:26]=[CH:25][C:24]([C:27]([O:29]C)=[O:28])=[CH:23][C:19]=3[O:20][CH2:21][CH2:22][C:16]=2[CH:15]=1.O.[Li+].[OH-], predict the reaction product. The product is: [Cl:1][C:2]1[CH:7]=[CH:6][CH:5]=[CH:4][C:3]=1[N:8]1[C:12](=[O:13])[NH:11][N:10]=[C:9]1[C:14]1[S:31][C:17]2[C:18]3[CH:26]=[CH:25][C:24]([C:27]([OH:29])=[O:28])=[CH:23][C:19]=3[O:20][CH2:21][CH2:22][C:16]=2[CH:15]=1. (2) Given the reactants C([O:8][C:9]1[C:10]([NH:22][C:23]2[CH:30]=[CH:29][C:26]([C:27]#[N:28])=[C:25]([F:31])[CH:24]=2)=[N:11][CH:12]=[N:13][C:14]=1[C:15]1[CH:20]=[CH:19][C:18]([CH3:21])=[CH:17][CH:16]=1)C1C=CC=CC=1, predict the reaction product. The product is: [F:31][C:25]1[CH:24]=[C:23]([NH:22][C:10]2[C:9]([OH:8])=[C:14]([C:15]3[CH:16]=[CH:17][C:18]([CH3:21])=[CH:19][CH:20]=3)[N:13]=[CH:12][N:11]=2)[CH:30]=[CH:29][C:26]=1[C:27]#[N:28].